From a dataset of Reaction yield outcomes from USPTO patents with 853,638 reactions. Predict the reaction yield, written as a fraction of the theoretical maximum amount of product (1.0 means a 100% yield; for example, 0.34 means a 34% yield). (1) The reactants are [F:1][C:2]1[CH:11]=[CH:10][CH:9]=[C:8]2[C:3]=1[CH:4]=[C:5]([C:16]([O:18]CC)=[O:17])[CH:6]([C:12]([F:15])([F:14])[F:13])[O:7]2.[OH-].[Li+].Cl. The catalyst is C1COCC1.CO.O. The product is [F:1][C:2]1[CH:11]=[CH:10][CH:9]=[C:8]2[C:3]=1[CH:4]=[C:5]([C:16]([OH:18])=[O:17])[CH:6]([C:12]([F:15])([F:14])[F:13])[O:7]2. The yield is 0.800. (2) The reactants are [C:1]12([CH2:11][O:12][C:13]3[C:28]([C:29](O)([CH3:31])[CH3:30])=[CH:27][C:16]([C:17]([NH:19][S:20]([N:23]4[CH2:26][CH2:25][CH2:24]4)(=[O:22])=[O:21])=[O:18])=[C:15]([F:33])[CH:14]=3)[CH2:10][CH:5]3[CH2:6][CH:7]([CH2:9][CH:3]([CH2:4]3)[CH2:2]1)[CH2:8]2.C(N(S(F)(F)[F:40])CC)C.C(#N)C.O. The catalyst is ClCCl. The product is [C:1]12([CH2:11][O:12][C:13]3[C:28]([C:29]([F:40])([CH3:30])[CH3:31])=[CH:27][C:16]([C:17]([NH:19][S:20]([N:23]4[CH2:26][CH2:25][CH2:24]4)(=[O:22])=[O:21])=[O:18])=[C:15]([F:33])[CH:14]=3)[CH2:8][CH:7]3[CH2:9][CH:3]([CH2:4][CH:5]([CH2:6]3)[CH2:10]1)[CH2:2]2. The yield is 0.180.